From a dataset of Forward reaction prediction with 1.9M reactions from USPTO patents (1976-2016). Predict the product of the given reaction. (1) The product is: [CH3:40][C:8]1[CH:9]=[C:10]([S:13][C:14]2[CH:19]=[C:18]([O:20][C:21]3[C:26]([C:27]([F:28])([F:29])[F:30])=[CH:25][CH:24]=[CH:23][N:22]=3)[CH:17]=[C:16]([C:31]#[C:32][CH2:33][N:34]3[CH2:39][CH2:38][O:37][CH2:36][CH2:35]3)[CH:15]=2)[CH:11]=[CH:12][C:7]=1[O:6][CH2:5][C:4]([OH:41])=[O:3]. Given the reactants C([O:3][C:4](=[O:41])[CH2:5][O:6][C:7]1[CH:12]=[CH:11][C:10]([S:13][C:14]2[CH:19]=[C:18]([O:20][C:21]3[C:26]([C:27]([F:30])([F:29])[F:28])=[CH:25][CH:24]=[CH:23][N:22]=3)[CH:17]=[C:16]([C:31]#[C:32][CH2:33][N:34]3[CH2:39][CH2:38][O:37][CH2:36][CH2:35]3)[CH:15]=2)=[CH:9][C:8]=1[CH3:40])C.[OH-].[Na+].Cl, predict the reaction product. (2) Given the reactants [CH3:1][C:2]1[CH:24]=[CH:23][CH:22]=[CH:21][C:3]=1[CH2:4][N:5]1[CH2:9][CH2:8][N:7]([CH2:10][C:11]2[CH:16]=[CH:15][C:14]([N+:17]([O-])=O)=[CH:13][CH:12]=2)[C:6]1=[O:20], predict the reaction product. The product is: [NH2:17][C:14]1[CH:13]=[CH:12][C:11]([CH2:10][N:7]2[CH2:8][CH2:9][N:5]([CH2:4][C:3]3[CH:21]=[CH:22][CH:23]=[CH:24][C:2]=3[CH3:1])[C:6]2=[O:20])=[CH:16][CH:15]=1. (3) Given the reactants [CH2:1]([O:3][C:4](=[O:22])[C:5]([CH3:21])([O:14][C:15]1[CH:20]=[CH:19][CH:18]=[CH:17][CH:16]=1)[CH2:6][C:7]1[CH:12]=[CH:11][C:10]([OH:13])=[CH:9][CH:8]=1)[CH3:2].[Br:23][C:24]1[CH:25]=[C:26]([C:30]2[O:31][C:32]([CH3:48])=[C:33]([CH2:35][CH2:36]OS(C3C=CC(C)=CC=3)(=O)=O)[N:34]=2)[CH:27]=[CH:28][CH:29]=1, predict the reaction product. The product is: [CH2:1]([O:3][C:4](=[O:22])[C:5]([CH3:21])([O:14][C:15]1[CH:20]=[CH:19][CH:18]=[CH:17][CH:16]=1)[CH2:6][C:7]1[CH:12]=[CH:11][C:10]([O:13][CH2:36][CH2:35][C:33]2[N:34]=[C:30]([C:26]3[CH:27]=[CH:28][CH:29]=[C:24]([Br:23])[CH:25]=3)[O:31][C:32]=2[CH3:48])=[CH:9][CH:8]=1)[CH3:2]. (4) Given the reactants C([O:9][CH2:10][CH2:11][CH2:12][CH2:13][CH2:14][CH2:15][CH2:16][CH2:17]CC)(=O)C1C=CC=CC=1.[CH2:20]([OH:28])[CH2:21][CH2:22][CH2:23][CH2:24][CH2:25][CH2:26][CH3:27].[CH2:29](Cl)C=CC1C=CC=CC=1, predict the reaction product. The product is: [C:20]([O:9][CH2:10][CH2:11][CH2:12][CH2:13][CH2:14][CH2:15][CH2:16][CH3:17])(=[O:28])[CH:21]=[CH:22][C:23]1[CH:29]=[CH:27][CH:26]=[CH:25][CH:24]=1. (5) The product is: [C:1]1([CH3:15])[CH:6]=[C:5]([CH3:7])[CH:4]=[C:3]([CH3:8])[C:2]=1[S:9][CH2:10][C:11]([NH:17][NH2:18])=[O:12]. Given the reactants [C:1]1([CH3:15])[CH:6]=[C:5]([CH3:7])[CH:4]=[C:3]([CH3:8])[C:2]=1[S:9][CH2:10][C:11](OC)=[O:12].O.[NH2:17][NH2:18], predict the reaction product. (6) Given the reactants [CH:1]1([CH2:4][O:5][C:6]2[CH:11]=[CH:10][CH:9]=[CH:8][C:7]=2[C:12]2[C:13]3[NH:20][CH:19]=[C:18]([C:21]([OH:23])=O)[C:14]=3[N:15]=[CH:16][N:17]=2)[CH2:3][CH2:2]1.[C:24]([O:28][C:29](=[O:38])[NH:30][C@H:31]1[CH2:36][CH2:35][C@H:34]([NH2:37])[CH2:33][CH2:32]1)([CH3:27])([CH3:26])[CH3:25], predict the reaction product. The product is: [C:24]([O:28][C:29](=[O:38])[NH:30][C@H:31]1[CH2:32][CH2:33][C@H:34]([NH:37][C:21]([C:18]2[C:14]3[N:15]=[CH:16][N:17]=[C:12]([C:7]4[CH:8]=[CH:9][CH:10]=[CH:11][C:6]=4[O:5][CH2:4][CH:1]4[CH2:2][CH2:3]4)[C:13]=3[NH:20][CH:19]=2)=[O:23])[CH2:35][CH2:36]1)([CH3:27])([CH3:25])[CH3:26]. (7) Given the reactants Br[C:2]1[CH:3]=[C:4]2[N:10]=[CH:9][N:8]([CH3:11])[C:5]2=[N:6][CH:7]=1.[NH2:12][C:13]1[C:22]2[C:17](=[C:18](Br)[C:19]([CH3:23])=[CH:20][CH:21]=2)[N:16]=[N:15][C:14]=1[C:25]([NH2:27])=[O:26], predict the reaction product. The product is: [NH2:12][C:13]1[C:22]2[C:17](=[C:18]([C:2]3[CH:3]=[C:4]4[N:10]=[CH:9][N:8]([CH3:11])[C:5]4=[N:6][CH:7]=3)[C:19]([CH3:23])=[CH:20][CH:21]=2)[N:16]=[N:15][C:14]=1[C:25]([NH2:27])=[O:26]. (8) Given the reactants [O:1]1[CH2:6][CH2:5][N:4]([C:7]2[CH:8]=[C:9]([C:13]3[O:17][CH:16]=[N:15][C:14]=3[C:18]([O-:20])=[O:19])[CH:10]=[CH:11][CH:12]=2)[CH2:3][CH2:2]1.[OH-].[Na+].Cl, predict the reaction product. The product is: [O:1]1[CH2:6][CH2:5][N:4]([C:7]2[CH:8]=[C:9]([C:13]3[O:17][CH:16]=[N:15][C:14]=3[C:18]([OH:20])=[O:19])[CH:10]=[CH:11][CH:12]=2)[CH2:3][CH2:2]1.